Dataset: Forward reaction prediction with 1.9M reactions from USPTO patents (1976-2016). Task: Predict the product of the given reaction. (1) Given the reactants [Br:1][C:2]1[CH:26]=[CH:25][C:5]([CH2:6][C:7]23[CH2:24][CH2:23][CH2:22][CH:21]=[C:8]2[N:9]([C:13]2[CH:18]=[C:17]([Cl:19])[CH:16]=[C:15]([Cl:20])[CH:14]=2)[C:10](=[O:12])[NH:11]3)=[CH:4][CH:3]=1.[H-].[Na+].[CH3:29]I, predict the reaction product. The product is: [Br:1][C:2]1[CH:26]=[CH:25][C:5]([CH2:6][C:7]23[CH2:24][CH2:23][CH2:22][CH:21]=[C:8]2[N:9]([C:13]2[CH:14]=[C:15]([Cl:20])[CH:16]=[C:17]([Cl:19])[CH:18]=2)[C:10](=[O:12])[N:11]3[CH3:29])=[CH:4][CH:3]=1. (2) Given the reactants BrCC1C=CC=CC=1F.ClC1N=C2NN=CC2=CN=1.Cl[C:21]1[N:26]=[C:25]2[N:27]([CH2:30][C:31]3[CH:36]=[CH:35][CH:34]=[CH:33][C:32]=3[F:37])[N:28]=[CH:29][C:24]2=[CH:23][N:22]=1.C[N:39]1[CH:43]=[C:42]([NH2:44])[CH:41]=[N:40]1, predict the reaction product. The product is: [F:37][C:32]1[CH:33]=[CH:34][CH:35]=[CH:36][C:31]=1[CH2:30][N:27]1[C:25]2=[N:26][C:21]([NH:44][C:42]3[CH:43]=[N:39][NH:40][CH:41]=3)=[N:22][CH:23]=[C:24]2[CH:29]=[N:28]1. (3) Given the reactants Br[C:2]1[CH:7]=[CH:6][C:5]([CH2:8][CH2:9][C:10]2([NH:18][C:19](=[O:21])[CH3:20])[CH2:15][O:14][C:13]([CH3:17])([CH3:16])[O:12][CH2:11]2)=[CH:4][CH:3]=1.[B:22]1([B:22]2[O:27][CH2:26][C:25]([CH3:29])([CH3:28])[CH2:24][O:23]2)[O:27][CH2:26][C:25]([CH3:29])([CH3:28])[CH2:24][O:23]1.C([O-])(=O)C.[K+].O, predict the reaction product. The product is: [CH3:28][C:25]1([CH3:29])[CH2:26][O:27][B:22]([C:2]2[CH:7]=[CH:6][C:5]([CH2:8][CH2:9][C:10]3([NH:18][C:19](=[O:21])[CH3:20])[CH2:15][O:14][C:13]([CH3:17])([CH3:16])[O:12][CH2:11]3)=[CH:4][CH:3]=2)[O:23][CH2:24]1. (4) Given the reactants C([NH:5][S:6]([C:9]1[S:10][C:11]([C:14]2[CH:19]=[C:18]([C:20]3[CH:25]=[C:24]([CH3:26])[CH:23]=[C:22]([C:27]4[CH:32]=[CH:31][C:30]([C:33]([F:36])([F:35])[F:34])=[CH:29][CH:28]=4)[N:21]=3)[CH:17]=[CH:16][N:15]=2)=[CH:12][CH:13]=1)(=[O:8])=[O:7])(C)(C)C.C(O)(C(F)(F)F)=O, predict the reaction product. The product is: [CH3:26][C:24]1[CH:23]=[C:22]([C:27]2[CH:32]=[CH:31][C:30]([C:33]([F:36])([F:34])[F:35])=[CH:29][CH:28]=2)[N:21]=[C:20]([C:18]2[CH:17]=[CH:16][N:15]=[C:14]([C:11]3[S:10][C:9]([S:6]([NH2:5])(=[O:8])=[O:7])=[CH:13][CH:12]=3)[CH:19]=2)[CH:25]=1.